Predict the product of the given reaction. From a dataset of Forward reaction prediction with 1.9M reactions from USPTO patents (1976-2016). (1) Given the reactants [CH:1]1([CH2:4][NH:5][C:6]([C:8]2[NH:9][CH:10]=[C:11]([C:13]([C:15]3[C:16]([C:21]4[CH:26]=[CH:25][C:24]([F:27])=[CH:23][CH:22]=4)=[N:17][O:18][C:19]=3[CH3:20])=[O:14])[CH:12]=2)=[O:7])[CH2:3]C1.[F:28]C1C=C(C2C(C(C3C=C(C(=O)C(Cl)(Cl)Cl)NC=3)=O)=C(C)ON=2)C=CC=1F.C(N)C#C, predict the reaction product. The product is: [CH2:4]([NH:5][C:6]([C:8]1[NH:9][CH:10]=[C:11]([C:13]([C:15]2[C:16]([C:21]3[CH:26]=[CH:25][C:24]([F:27])=[C:23]([F:28])[CH:22]=3)=[N:17][O:18][C:19]=2[CH3:20])=[O:14])[CH:12]=1)=[O:7])[C:1]#[CH:3]. (2) The product is: [NH2:30][C:21]1[C:20]2[N:19]=[C:18]([CH2:31][O:32][CH2:33][CH3:34])[N:17]([CH2:16][C:15]([NH:14][C:8](=[O:12])[CH:9]([CH3:11])[CH3:10])([CH3:35])[CH3:36])[C:29]=2[C:28]2[N:27]=[CH:26][CH:25]=[CH:24][C:23]=2[N:22]=1. Given the reactants C(N(CC)CC)C.[C:8](Cl)(=[O:12])[CH:9]([CH3:11])[CH3:10].[NH2:14][C:15]([CH3:36])([CH3:35])[CH2:16][N:17]1[C:29]2[C:28]3[N:27]=[CH:26][CH:25]=[CH:24][C:23]=3[N:22]=[C:21]([NH2:30])[C:20]=2[N:19]=[C:18]1[CH2:31][O:32][CH2:33][CH3:34], predict the reaction product.